The task is: Predict which catalyst facilitates the given reaction.. This data is from Catalyst prediction with 721,799 reactions and 888 catalyst types from USPTO. (1) Reactant: [H-].[Na+].CC1[N:8]=[C:7]([NH:9][C:10]2[CH:15]=[CH:14][CH:13]=[CH:12][N:11]=2)SN=1.[CH2:16]([O:18][C:19](=[O:28])[CH2:20][CH2:21][CH2:22][CH2:23][CH2:24][CH2:25][CH2:26]I)[CH3:17].O. Product: [CH3:7][N:9]1[CH:10]=[CH:15][C:7]([N:9]([C:10]2[CH:15]=[CH:14][CH:13]=[CH:12][N:11]=2)[CH2:26][CH2:25][CH2:24][CH2:23][CH2:22][CH2:21][CH2:20][C:19]([O:18][CH2:16][CH3:17])=[O:28])=[N:8]1. The catalyst class is: 3. (2) Reactant: [Br:1][C:2]1[CH:3]=[C:4]([OH:9])[CH:5]=[N:6][C:7]=1[Cl:8].[CH3:10][C:11]([Si:14]([CH3:29])([CH3:28])[O:15][CH2:16][C@H:17]([NH:20][C:21](=[O:27])[O:22][C:23]([CH3:26])([CH3:25])[CH3:24])[CH2:18]O)([CH3:13])[CH3:12].C1C=CC(P(C2C=CC=CC=2)C2C=CC=CC=2)=CC=1.CCOC(/N=N/C(OCC)=O)=O. Product: [Br:1][C:2]1[CH:3]=[C:4]([O:9][CH2:18][C@@H:17]([NH:20][C:21](=[O:27])[O:22][C:23]([CH3:26])([CH3:25])[CH3:24])[CH2:16][O:15][Si:14]([C:11]([CH3:12])([CH3:13])[CH3:10])([CH3:29])[CH3:28])[CH:5]=[N:6][C:7]=1[Cl:8]. The catalyst class is: 1. (3) Reactant: [NH2:1][C@@H:2]1[C:11]2[C:6](=[CH:7][CH:8]=[CH:9][CH:10]=2)[C@H:5]([OH:12])[CH2:4][CH2:3]1.[H-].[Na+].F[C:16]1[CH:17]=[CH:18][C:19]2[N:20]([C:22]([N:25]([CH3:27])[CH3:26])=[N:23][N:24]=2)[CH:21]=1.N. Product: [NH2:1][C@@H:2]1[C:11]2[C:6](=[CH:7][CH:8]=[CH:9][CH:10]=2)[C@H:5]([O:12][C:16]2[CH:17]=[CH:18][C:19]3[N:20]([C:22]([N:25]([CH3:27])[CH3:26])=[N:23][N:24]=3)[CH:21]=2)[CH2:4][CH2:3]1. The catalyst class is: 655. (4) Reactant: [N:1]1([CH2:6][CH2:7][O:8][C:9]2[CH:10]=[C:11]3[C:16](=[CH:17][CH:18]=2)[C:15](=O)[CH2:14][CH2:13][CH2:12]3)[CH:5]=[CH:4][N:3]=[CH:2]1.[C:20]([CH2:23][O:24][NH2:25])([OH:22])=[O:21].Cl. Product: [N:1]1([CH2:6][CH2:7][O:8][C:9]2[CH:10]=[C:11]3[C:16](=[CH:17][CH:18]=2)[C:15](=[N:25][O:24][CH2:23][C:20]([OH:22])=[O:21])[CH2:14][CH2:13][CH2:12]3)[CH:5]=[CH:4][N:3]=[CH:2]1. The catalyst class is: 228.